Dataset: Reaction yield outcomes from USPTO patents with 853,638 reactions. Task: Predict the reaction yield, written as a fraction of the theoretical maximum amount of product (1.0 means a 100% yield; for example, 0.34 means a 34% yield). (1) The reactants are Br[C:2]1[CH:3]=[N:4][C:5]2[C:10]([CH:11]=1)=[CH:9][CH:8]=[CH:7][CH:6]=2.[CH3:12][O-:13].[Na+]. The catalyst is CN(C=O)C. The product is [CH3:12][O:13][C:2]1[CH:3]=[N:4][C:5]2[C:10]([CH:11]=1)=[CH:9][CH:8]=[CH:7][CH:6]=2. The yield is 0.0600. (2) The reactants are [C:1]([NH:6][C:7]1[NH:8][C:9](=[O:31])[C:10]2[N:11]=[CH:12][N:13]([C:29]=2[N:30]=1)[C@@H:14]1[O:28][C@H:25]([CH2:26][OH:27])[C@@H:23]([OH:24])[C@H:15]1[O:16][CH2:17][CH2:18][O:19][N:20]([CH3:22])[CH3:21])(=[O:5])[CH:2]([CH3:4])[CH3:3].[C:32](Cl)([C:49]1[CH:54]=[CH:53][CH:52]=[CH:51][CH:50]=1)([C:41]1[CH:48]=[CH:47][C:44]([O:45][CH3:46])=[CH:43][CH:42]=1)[C:33]1[CH:40]=[CH:39][C:36]([O:37][CH3:38])=[CH:35][CH:34]=1.CO. The yield is 0.800. The catalyst is N1C=CC=CC=1.CCOC(C)=O.CN(C1C=CC=CN=1)C. The product is [CH3:46][O:45][C:44]1[CH:43]=[CH:42][C:41]([C:32]([O:27][CH2:26][C@H:25]2[O:28][C@@H:14]([N:13]3[C:29]4[N:30]=[C:7]([NH:6][C:1](=[O:5])[CH:2]([CH3:4])[CH3:3])[NH:8][C:9](=[O:31])[C:10]=4[N:11]=[CH:12]3)[C@H:15]([O:16][CH2:17][CH2:18][O:19][N:20]([CH3:22])[CH3:21])[C@@H:23]2[OH:24])([C:49]2[CH:50]=[CH:51][CH:52]=[CH:53][CH:54]=2)[C:33]2[CH:40]=[CH:39][C:36]([O:37][CH3:38])=[CH:35][CH:34]=2)=[CH:48][CH:47]=1.